From a dataset of Retrosynthesis with 50K atom-mapped reactions and 10 reaction types from USPTO. Predict the reactants needed to synthesize the given product. (1) Given the product CC(C)(C)OC(=O)N1[C@H](C(=O)NC2CCCCC2=O)C[C@H]2C[C@H]21, predict the reactants needed to synthesize it. The reactants are: CC(C)(C)OC(=O)N1[C@H](C(=O)O)C[C@H]2C[C@H]21.NC1CCCCC1=O. (2) Given the product N[C@H]1CC[C@H](c2c[nH]c3ccccc23)C1, predict the reactants needed to synthesize it. The reactants are: c1ccc(CN[C@H]2CC[C@H](c3c[nH]c4ccccc34)C2)cc1. (3) Given the product CC(C)(C)OC(=O)NC1(c2ccc(Br)cc2)CC1, predict the reactants needed to synthesize it. The reactants are: CC(C)(C)OC(=O)OC(=O)OC(C)(C)C.NC1(c2ccc(Br)cc2)CC1. (4) The reactants are: CCOC(=O)c1nc(C(=O)N2CCC(C)CC2)c(-c2ccc(S(=O)(=O)NC(C)(C)CC)c(C)c2Cl)s1. Given the product CCC(C)(C)NS(=O)(=O)c1ccc(-c2sc(C(=O)O)nc2C(=O)N2CCC(C)CC2)c(Cl)c1C, predict the reactants needed to synthesize it. (5) Given the product Fc1cc(Br)c(C2OCCO2)cc1F, predict the reactants needed to synthesize it. The reactants are: O=Cc1cc(F)c(F)cc1Br.OCCO. (6) Given the product CS(=O)(=O)OCCc1cc2cc(-c3ccc(C#N)cc3)ccc2o1, predict the reactants needed to synthesize it. The reactants are: CS(=O)(=O)Cl.N#Cc1ccc(-c2ccc3oc(CCO)cc3c2)cc1.